From a dataset of Retrosynthesis with 50K atom-mapped reactions and 10 reaction types from USPTO. Predict the reactants needed to synthesize the given product. (1) Given the product CCOc1cc(CN(CC(=O)c2cc(C(C)(C)C)c(O)c(C(C)(C)C)c2)C(=O)OC(C)(C)C)c(C#N)cc1C(=O)NC, predict the reactants needed to synthesize it. The reactants are: CCC#N.CCOc1cc(CN(CC(=O)c2cc(C(C)(C)C)c(O)c(C(C)(C)C)c2)C(=O)OC(C)(C)C)c(Br)cc1C(=O)NC. (2) Given the product CCn1c(=O)sc2cc([N+](=O)[O-])ccc21, predict the reactants needed to synthesize it. The reactants are: CCI.O=c1[nH]c2ccc([N+](=O)[O-])cc2s1. (3) Given the product O=CN1CCCC(c2cccc(C(F)(F)F)c2)C1, predict the reactants needed to synthesize it. The reactants are: FC(F)(F)c1cccc(C2CCCNC2)c1.O=CO. (4) Given the product CC(C)(C)C(=O)OC[C@H]1O[C@@H](Oc2n[nH]c3nccc(CCc4ccc(/C=C/CC(=O)O)cc4)c23)[C@H](OC(=O)C(C)(C)C)[C@@H](OC(=O)C(C)(C)C)[C@@H]1OC(=O)C(C)(C)C, predict the reactants needed to synthesize it. The reactants are: C=CCC(=O)O.CC(C)(C)C(=O)OC[C@H]1O[C@@H](Oc2n[nH]c3nccc(CCc4ccc(Br)cc4)c23)[C@H](OC(=O)C(C)(C)C)[C@@H](OC(=O)C(C)(C)C)[C@@H]1OC(=O)C(C)(C)C. (5) Given the product Cn1n[n+](COc2ccc3ccccc3c2)cc1-c1ccccc1, predict the reactants needed to synthesize it. The reactants are: Cn1n[n+](CCl)cc1-c1ccccc1.Oc1ccc2ccccc2c1. (6) The reactants are: CC(=O)Nc1cc(Br)ccc1C(=O)N1CCC(N(C)C(=O)OC(C)(C)C)CC1.CC1(C)OB(c2ccc3ncc(-c4ccc(C#N)cc4)n3c2)OC1(C)C. Given the product CC(=O)Nc1cc(-c2ccc3ncc(-c4ccc(C#N)cc4)n3c2)ccc1C(=O)N1CCC(N(C)C(=O)OC(C)(C)C)CC1, predict the reactants needed to synthesize it. (7) Given the product Cc1cc(Oc2ccnc(Cl)c2)c(-c2ccccn2)nc1C, predict the reactants needed to synthesize it. The reactants are: Cc1cc(O)c(-c2ccccn2)nc1C.Clc1ccnc(Cl)c1. (8) Given the product CCCNC(=O)c1nnc2c(-c3cnc(OC)nc3)cccc2c1N, predict the reactants needed to synthesize it. The reactants are: CCCNC(=O)c1nnc2c(Br)cccc2c1N.COc1ncc(B(O)O)cn1. (9) Given the product Cc1ccccc1CCNC(=O)c1ccc(Br)cc1, predict the reactants needed to synthesize it. The reactants are: Cc1ccccc1CCN.O=C(O)c1ccc(Br)cc1.